This data is from Catalyst prediction with 721,799 reactions and 888 catalyst types from USPTO. The task is: Predict which catalyst facilitates the given reaction. Reactant: Cl.[NH2:2]N.[OH-].[Na+].C[N:7]([CH:9]=[C:10]1[C:15](=[O:16])[CH2:14][CH2:13][CH2:12][C:11]1=O)C.Cl. Product: [NH:2]1[C:11]2[CH2:12][CH2:13][CH2:14][C:15](=[O:16])[C:10]=2[CH:9]=[N:7]1. The catalyst class is: 5.